From a dataset of Catalyst prediction with 721,799 reactions and 888 catalyst types from USPTO. Predict which catalyst facilitates the given reaction. (1) Reactant: C[O:2]/[CH:3]=[CH:4]/[C:5]([CH3:14])([CH3:13])[CH2:6][CH2:7][CH2:8][CH2:9][CH2:10][CH2:11][OH:12].C(O)=O.OC1C2NC(=O)SC=2C([C@@H](O)CNCCC(C)(C)CCCCCCN2CCC3(OCCN(C(C4N=C(C(C)C)SC=4)=O)C3)CC2)=CC=1.C(N(CC)CC)C.[CH3:72][S:73](Cl)(=[O:75])=[O:74]. Product: [CH3:72][S:73]([O:12][CH2:11][CH2:10][CH2:9][CH2:8][CH2:7][CH2:6][C:5]([CH3:14])([CH3:13])[CH2:4][CH:3]=[O:2])(=[O:75])=[O:74]. The catalyst class is: 4. (2) Reactant: C([N:14]1[CH2:17][CH:16]([C:18]([C:20]2[CH:25]=[CH:24][C:23]([Cl:26])=[CH:22][CH:21]=2)=[O:19])[CH2:15]1)(C1C=CC=CC=1)C1C=CC=CC=1.ClC(OC(Cl)=O)C. Product: [ClH:26].[NH:14]1[CH2:17][CH:16]([C:18]([C:20]2[CH:25]=[CH:24][C:23]([Cl:26])=[CH:22][CH:21]=2)=[O:19])[CH2:15]1. The catalyst class is: 4. (3) Reactant: [F:1][CH:2]([F:32])[O:3][C:4]1[C:9]2[O:10][C:11]3[C:12](=[O:19])[N:13]([CH2:17][CH3:18])[N:14]=[CH:15][C:16]=3[C:8]=2[C:7]([C:20]([O:22]C2C=CC([N+]([O-])=O)=CC=2)=O)=[CH:6][CH:5]=1.[NH2:33][C:34]1[C:39]([Cl:40])=[CH:38][N:37]=[CH:36][C:35]=1[Cl:41].[H-].[Na+].Cl. Product: [Cl:41][C:35]1[CH:36]=[N:37][CH:38]=[C:39]([Cl:40])[C:34]=1[NH:33][C:20]([C:7]1[C:8]2[C:16]3[CH:15]=[N:14][N:13]([CH2:17][CH3:18])[C:12](=[O:19])[C:11]=3[O:10][C:9]=2[C:4]([O:3][CH:2]([F:32])[F:1])=[CH:5][CH:6]=1)=[O:22]. The catalyst class is: 35. (4) Reactant: [C:1]([CH2:5][C:6]1[CH:31]=[CH:30][C:9]([O:10][C:11]2[CH:12]=[C:13]([N:17]([CH2:23][C:24]3[CH:25]=[N:26][CH:27]=[CH:28][CH:29]=3)[S:18]([CH2:21][CH3:22])(=[O:20])=[O:19])[CH:14]=[CH:15][CH:16]=2)=[CH:8][CH:7]=1)([O:3]C)=[O:2].[OH-].[Na+]. Product: [C:1]([CH2:5][C:6]1[CH:7]=[CH:8][C:9]([O:10][C:11]2[CH:12]=[C:13]([N:17]([CH2:23][C:24]3[CH:25]=[N:26][CH:27]=[CH:28][CH:29]=3)[S:18]([CH2:21][CH3:22])(=[O:20])=[O:19])[CH:14]=[CH:15][CH:16]=2)=[CH:30][CH:31]=1)([OH:3])=[O:2]. The catalyst class is: 1. (5) Reactant: [F:1][C:2]1([F:21])[CH2:6][CH2:5][S:4][C:3]1=[CH:7][C:8]1[CH:13]=[CH:12][C:11]([CH:14]([CH3:20])[C:15]([O:17]CC)=[O:16])=[CH:10][CH:9]=1.O.[OH-].[Li+]. Product: [F:21][C:2]1([F:1])[CH2:6][CH2:5][S:4][C:3]1=[CH:7][C:8]1[CH:9]=[CH:10][C:11]([CH:14]([CH3:20])[C:15]([OH:17])=[O:16])=[CH:12][CH:13]=1. The catalyst class is: 40.